This data is from Forward reaction prediction with 1.9M reactions from USPTO patents (1976-2016). The task is: Predict the product of the given reaction. (1) Given the reactants [Cl:1][C:2]1[C:7]([NH:8][C:9](=[O:14])[C:10]([CH3:13])([CH3:12])[CH3:11])=[CH:6][CH:5]=[C:4]([C:15]2[S:16][C:17]3[CH:23]=[C:22]([O:24][CH3:25])[CH:21]=[CH:20][C:18]=3[N:19]=2)[N:3]=1.[H-].[Na+].[CH3:28]I, predict the reaction product. The product is: [Cl:1][C:2]1[C:7]([N:8]([CH3:28])[C:9](=[O:14])[C:10]([CH3:12])([CH3:13])[CH3:11])=[CH:6][CH:5]=[C:4]([C:15]2[S:16][C:17]3[CH:23]=[C:22]([O:24][CH3:25])[CH:21]=[CH:20][C:18]=3[N:19]=2)[N:3]=1. (2) Given the reactants [H-].[Na+].[CH:3]1([CH2:6][N:7]2[C:11]([C:12]3[CH:17]=[CH:16][N:15]=[CH:14][CH:13]=3)=[C:10]([C:18]([O:20]CC)=O)[CH:9]=[N:8]2)[CH2:5][CH2:4]1.O[N:24]=[C:25]([C:27]1[CH:32]=[CH:31][C:30]([CH2:33][OH:34])=[CH:29][CH:28]=1)[NH2:26].O, predict the reaction product. The product is: [CH:3]1([CH2:6][N:7]2[C:11]([C:12]3[CH:13]=[CH:14][N:15]=[CH:16][CH:17]=3)=[C:10]([C:18]3[O:20][N:26]=[C:25]([C:27]4[CH:32]=[CH:31][C:30]([CH2:33][OH:34])=[CH:29][CH:28]=4)[N:24]=3)[CH:9]=[N:8]2)[CH2:4][CH2:5]1. (3) Given the reactants [CH3:1][O:2][C:3]1[CH:10]=[CH:9][C:6]([CH:7]=O)=[CH:5][N:4]=1.[CH3:11][O:12][C:13]1[CH:14]=[C:15]([CH:17]=[C:18]([O:20][CH3:21])[CH:19]=1)[NH2:16], predict the reaction product. The product is: [CH3:21][O:20][C:18]1[CH:17]=[C:15]([CH:14]=[C:13]([O:12][CH3:11])[CH:19]=1)[N:16]=[CH:7][C:6]1[CH:5]=[N:4][C:3]([O:2][CH3:1])=[CH:10][CH:9]=1.